This data is from Full USPTO retrosynthesis dataset with 1.9M reactions from patents (1976-2016). The task is: Predict the reactants needed to synthesize the given product. (1) Given the product [C:1]([O:4][C:5]1[CH:14]=[CH:13][C:8](/[CH:9]=[CH:10]/[CH:11]=[CH:2]/[C:1]([O:4][CH3:5])=[O:3])=[CH:7][C:6]=1[O:15][CH3:16])(=[O:3])[CH3:2], predict the reactants needed to synthesize it. The reactants are: [C:1]([O:4][C:5]1[CH:14]=[CH:13][C:8]([CH:9]=[CH:10][CH:11]=O)=[CH:7][C:6]=1[O:15][CH3:16])(=[O:3])[CH3:2]. (2) Given the product [Cl:23][C:20]1[CH:21]=[CH:22][C:17]([C:16]([CH:13]2[CH2:14][CH2:15][N:10]([C:8]([C:5]3[CH:6]=[CH:7][C:2]([N:31]4[CH2:32][CH2:33][O:29][C:30]4=[O:34])=[CH:3][C:4]=3[S:25]([CH3:28])(=[O:27])=[O:26])=[O:9])[CH2:11][CH2:12]2)=[O:24])=[CH:18][CH:19]=1, predict the reactants needed to synthesize it. The reactants are: Br[C:2]1[CH:7]=[CH:6][C:5]([C:8]([N:10]2[CH2:15][CH2:14][CH:13]([C:16](=[O:24])[C:17]3[CH:22]=[CH:21][C:20]([Cl:23])=[CH:19][CH:18]=3)[CH2:12][CH2:11]2)=[O:9])=[C:4]([S:25]([CH3:28])(=[O:27])=[O:26])[CH:3]=1.[O:29]1[CH2:33][CH2:32][NH:31][C:30]1=[O:34].C(=O)([O-])[O-].[K+].[K+].CNCCNC. (3) Given the product [CH2:1]([O:8][CH2:9][C:10]([Cl:16])=[O:12])[C:2]1[CH:7]=[CH:6][CH:5]=[CH:4][CH:3]=1, predict the reactants needed to synthesize it. The reactants are: [CH2:1]([O:8][CH2:9][C:10]([OH:12])=O)[C:2]1[CH:7]=[CH:6][CH:5]=[CH:4][CH:3]=1.C(Cl)(=O)C([Cl:16])=O. (4) Given the product [OH:20][C:21]1[CH:28]=[CH:27][C:24]([CH:25]=[N:1][C:2]2[NH:6][N:5]=[C:4]([NH:7][C:8]3[CH:9]=[CH:10][C:11]([N+:14]([O-:16])=[O:15])=[CH:12][CH:13]=3)[C:3]=2[C:17]([NH2:19])=[O:18])=[CH:23][CH:22]=1, predict the reactants needed to synthesize it. The reactants are: [NH2:1][C:2]1[NH:6][N:5]=[C:4]([NH:7][C:8]2[CH:13]=[CH:12][C:11]([N+:14]([O-:16])=[O:15])=[CH:10][CH:9]=2)[C:3]=1[C:17]([NH2:19])=[O:18].[OH:20][C:21]1[CH:28]=[CH:27][C:24]([CH:25]=O)=[CH:23][CH:22]=1.N1CCCCC1. (5) Given the product [F:26][C:27]1[CH:28]=[C:29]([N:34]2[C:5]([C:7]3[C:12](=[O:13])[CH:11]=[CH:10][N:9]([C:14]4[CH:19]=[CH:18][CH:17]=[C:16]([O:20][C:21]([F:24])([F:23])[F:22])[CH:15]=4)[N:8]=3)=[CH:4][CH:3]=[N:2]2)[CH:30]=[CH:31][C:32]=1[CH3:33], predict the reactants needed to synthesize it. The reactants are: C[N:2](C)/[CH:3]=[CH:4]/[C:5]([C:7]1[C:12](=[O:13])[CH:11]=[CH:10][N:9]([C:14]2[CH:19]=[CH:18][CH:17]=[C:16]([O:20][C:21]([F:24])([F:23])[F:22])[CH:15]=2)[N:8]=1)=O.[F:26][C:27]1[CH:28]=[C:29]([NH:34]N)[CH:30]=[CH:31][C:32]=1[CH3:33].